Dataset: Reaction yield outcomes from USPTO patents with 853,638 reactions. Task: Predict the reaction yield, written as a fraction of the theoretical maximum amount of product (1.0 means a 100% yield; for example, 0.34 means a 34% yield). (1) The reactants are [CH2:1]([O:8][C:9]1[CH:14]=[CH:13][N:12]=[CH:11][C:10]=1[CH:15]1[C:23]2[C:18](=[CH:19][CH:20]=[CH:21][CH:22]=2)[N:17]([CH2:24][CH2:25][CH2:26][CH2:27][CH3:28])[C:16]1=[O:29])[C:2]1[CH:7]=[CH:6][CH:5]=[CH:4][CH:3]=1.[CH2:30]=[O:31]. The catalyst is O1CCCC1. The product is [CH2:1]([O:8][C:9]1[CH:14]=[CH:13][N:12]=[CH:11][C:10]=1[C:15]1([CH2:30][OH:31])[C:23]2[C:18](=[CH:19][CH:20]=[CH:21][CH:22]=2)[N:17]([CH2:24][CH2:25][CH2:26][CH2:27][CH3:28])[C:16]1=[O:29])[C:2]1[CH:7]=[CH:6][CH:5]=[CH:4][CH:3]=1. The yield is 1.00. (2) The reactants are O[C@H:2]1[CH2:6][N:5]([C:7]([O:9][C:10]([CH3:13])([CH3:12])[CH3:11])=[O:8])[C@H:4]([C:14]2[NH:15][C:16]([C:19]3[CH:24]=[CH:23][C:22]([B:25]4[O:29]C(C)(C)C(C)(C)[O:26]4)=[CH:21][CH:20]=3)=[CH:17][N:18]=2)[CH2:3]1.COCCN(S(F)(F)[F:44])CCOC.C(=O)(O)[O-].[Na+]. The yield is 0.370. The catalyst is C(Cl)Cl. The product is [C:10]([O:9][C:7]([N:5]1[CH2:6][C@@H:2]([F:44])[CH2:3][C@H:4]1[C:14]1[NH:15][C:16]([C:19]2[CH:24]=[CH:23][C:22]([B:25]([OH:29])[OH:26])=[CH:21][CH:20]=2)=[CH:17][N:18]=1)=[O:8])([CH3:13])([CH3:12])[CH3:11]. (3) The reactants are [Cl:1][C:2]1[C:7]([C:8]2[C:9]([O:16]C)=[N:10][C:11]([O:14]C)=[N:12][CH:13]=2)=[CH:6][CH:5]=[CH:4][N:3]=1. The catalyst is CO. The product is [ClH:1].[Cl:1][C:2]1[C:7]([C:8]2[C:9](=[O:16])[NH:10][C:11](=[O:14])[NH:12][CH:13]=2)=[CH:6][CH:5]=[CH:4][N:3]=1. The yield is 1.00. (4) The reactants are [Cl:1][C:2]1[CH:21]=[CH:20][C:5]([C:6]([NH:8][C:9]2[N:14]=[CH:13][C:12]([CH:15]([CH3:19])[C:16]([OH:18])=O)=[CH:11][CH:10]=2)=[O:7])=[CH:4][CH:3]=1.ON1C2C=CC=CC=2N=N1.C(N=C=NCCCN(C)C)C.C(N(CC)CC)C.[Cl:50][C:51]1[CH:52]=[C:53]([N:57]2[C:61]([CH2:62][NH2:63])=[CH:60][C:59]([C:64]([F:67])([F:66])[F:65])=[N:58]2)[CH:54]=[CH:55][CH:56]=1. The catalyst is CN(C)C=O.O. The product is [Cl:1][C:2]1[CH:3]=[CH:4][C:5]([C:6]([NH:8][C:9]2[CH:10]=[CH:11][C:12]([CH:15]([CH3:19])[C:16]([NH:63][CH2:62][C:61]3[N:57]([C:53]4[CH:54]=[CH:55][CH:56]=[C:51]([Cl:50])[CH:52]=4)[N:58]=[C:59]([C:64]([F:67])([F:66])[F:65])[CH:60]=3)=[O:18])=[CH:13][N:14]=2)=[O:7])=[CH:20][CH:21]=1. The yield is 0.630.